From a dataset of Full USPTO retrosynthesis dataset with 1.9M reactions from patents (1976-2016). Predict the reactants needed to synthesize the given product. (1) Given the product [F:14][C:15]1[CH:20]=[CH:19][C:18]([C:2]2[O:6][C:5]([CH2:7][O:8][CH3:9])=[C:4]([C:10]([O:12][CH3:13])=[O:11])[CH:3]=2)=[CH:17][CH:16]=1, predict the reactants needed to synthesize it. The reactants are: Br[C:2]1[O:6][C:5]([CH2:7][O:8][CH3:9])=[C:4]([C:10]([O:12][CH3:13])=[O:11])[CH:3]=1.[F:14][C:15]1[CH:20]=[CH:19][C:18](B(O)O)=[CH:17][CH:16]=1.C(=O)([O-])[O-].[Na+].[Na+].COCCOC. (2) Given the product [CH2:1]([O:3][C:4]([C:6]1[N:10]2[CH2:11][CH2:12][N:13]([C:15](=[O:17])[CH3:16])[CH2:14][C:9]2=[N:8][CH:7]=1)=[O:5])[CH3:2], predict the reactants needed to synthesize it. The reactants are: [CH2:1]([O:3][C:4]([C:6]1[N:10]2[CH2:11][CH2:12][NH:13][CH2:14][C:9]2=[N:8][CH:7]=1)=[O:5])[CH3:2].[C:15](OC(=O)C)(=[O:17])[CH3:16]. (3) Given the product [CH:20]([C:2]1[N:6]([CH:7]2[C:16]3[C:11](=[CH:12][CH:13]=[CH:14][CH:15]=3)[C:10](=[O:17])[O:9][C:8]2([CH3:19])[CH3:18])[CH:5]=[N:4][CH:3]=1)=[CH2:21], predict the reactants needed to synthesize it. The reactants are: I[C:2]1[N:6]([CH:7]2[C:16]3[C:11](=[CH:12][CH:13]=[CH:14][CH:15]=3)[C:10](=[O:17])[O:9][C:8]2([CH3:19])[CH3:18])[CH:5]=[N:4][CH:3]=1.[CH2:20](C([Sn])=C(CCCC)CCCC)[CH2:21]CC.C(Cl)(Cl)Cl.C1(P(C2C=CC=CC=2)C2C=CC=CC=2)C=CC=CC=1. (4) Given the product [CH3:1][C@H:2]1[CH2:7][CH2:6][C@H:5]([NH:8][C:9](=[O:17])[C:10]2[CH:15]=[CH:14][CH:13]=[C:12]([O:18][C:19]3[CH:24]=[CH:23][CH:22]=[CH:21][CH:20]=3)[N:11]=2)[CH2:4][CH2:3]1, predict the reactants needed to synthesize it. The reactants are: [CH3:1][C@H:2]1[CH2:7][CH2:6][C@H:5]([NH:8][C:9](=[O:17])[C:10]2[CH:15]=[CH:14][CH:13]=[C:12](Br)[N:11]=2)[CH2:4][CH2:3]1.[O-:18][C:19]1[CH:24]=[CH:23][CH:22]=[CH:21][CH:20]=1.[Na+]. (5) Given the product [Cl:36][CH2:23][C:20]1[CH:21]=[CH:22][C:17]([C:15](=[O:16])[CH2:14][N:11]2[CH:12]=[CH:13][C:8]([O:7][CH2:6][C:5]3[CH:26]=[CH:27][C:2]([F:1])=[CH:3][CH:4]=3)=[CH:9][C:10]2=[O:25])=[CH:18][CH:19]=1, predict the reactants needed to synthesize it. The reactants are: [F:1][C:2]1[CH:27]=[CH:26][C:5]([CH2:6][O:7][C:8]2[CH:13]=[CH:12][N:11]([CH2:14][C:15]([C:17]3[CH:22]=[CH:21][C:20]([CH2:23]O)=[CH:19][CH:18]=3)=[O:16])[C:10](=[O:25])[CH:9]=2)=[CH:4][CH:3]=1.N1C=CC=CC=1.S(Cl)([Cl:36])=O.